This data is from Full USPTO retrosynthesis dataset with 1.9M reactions from patents (1976-2016). The task is: Predict the reactants needed to synthesize the given product. (1) Given the product [Br:1][C:2]1[CH:3]=[C:4]2[C:9](=[CH:10][CH:11]=1)[CH:8]=[C:7]([C:12]([OH:14])([CH3:13])[C:19]([F:22])([F:21])[F:20])[CH:6]=[CH:5]2, predict the reactants needed to synthesize it. The reactants are: [Br:1][C:2]1[CH:3]=[C:4]2[C:9](=[CH:10][CH:11]=1)[CH:8]=[C:7]([C:12](=[O:14])[CH3:13])[CH:6]=[CH:5]2.C[Si]([C:19]([F:22])([F:21])[F:20])(C)C.CO.Cl. (2) Given the product [Br:24][C:25]1[CH:26]=[CH:27][C:28]([O:1][C:2]2[CH:3]=[C:4]([CH:8]3[CH2:11][C:10]4([CH2:16][CH2:15][N:14]([C:17]([NH:38][C:34]5[N:33]=[N:32][CH:37]=[CH:36][CH:35]=5)=[O:18])[CH2:13][CH2:12]4)[CH2:9]3)[CH:5]=[CH:6][CH:7]=2)=[N:29][CH:30]=1, predict the reactants needed to synthesize it. The reactants are: [OH:1][C:2]1[CH:3]=[C:4]([CH:8]2[CH2:11][C:10]3([CH2:16][CH2:15][N:14]([C:17](OC(C)(C)C)=[O:18])[CH2:13][CH2:12]3)[CH2:9]2)[CH:5]=[CH:6][CH:7]=1.[Br:24][C:25]1[CH:26]=[CH:27][C:28](Cl)=[N:29][CH:30]=1.[N:32]1[CH:37]=[CH:36][CH:35]=[C:34]([NH:38]C(=O)OC2C=CC=CC=2)[N:33]=1. (3) Given the product [Cl:23][C:18]1[CH:19]=[CH:20][CH:21]=[CH:22][C:17]=1[C:16](=[O:15])[CH:8]([C:5]1[CH:6]=[CH:7][C:2]([Cl:1])=[CH:3][CH:4]=1)[C:9]#[N:10], predict the reactants needed to synthesize it. The reactants are: [Cl:1][C:2]1[CH:7]=[CH:6][C:5]([CH2:8][C:9]#[N:10])=[CH:4][CH:3]=1.[H-].[Na+].C([O:15][C:16](=O)[C:17]1[CH:22]=[CH:21][CH:20]=[CH:19][C:18]=1[Cl:23])C.O. (4) Given the product [N:5]1[C:6]2[C:11](=[CH:10][CH:9]=[CH:8][CH:7]=2)[CH:12]=[CH:13][C:4]=1[CH2:3][C:19]#[N:20], predict the reactants needed to synthesize it. The reactants are: Cl.Cl[CH2:3][C:4]1[CH:13]=[CH:12][C:11]2[C:6](=[CH:7][CH:8]=[CH:9][CH:10]=2)[N:5]=1.C([O-])(O)=O.[Na+].[C-:19]#[N:20].[K+].